Predict the reaction yield, written as a fraction of the theoretical maximum amount of product (1.0 means a 100% yield; for example, 0.34 means a 34% yield). From a dataset of Reaction yield outcomes from USPTO patents with 853,638 reactions. (1) The reactants are [C:1]([N:5]1[C:10](=[O:11])[C:9]([Cl:12])=[C:8]([O:13][CH2:14][C:15]2[CH:20]=[CH:19][C:18]([O:21][CH:22]([CH2:35][CH3:36])[CH2:23]OS(C3C=CC(C)=CC=3)(=O)=O)=[CH:17][CH:16]=2)[CH:7]=[N:6]1)([CH3:4])([CH3:3])[CH3:2].[F-:37].[K+].C1N2CCOCCOCCN(CCOCCOCC2)CCOCCOC1. The catalyst is C(#N)C. The product is [C:1]([N:5]1[C:10](=[O:11])[C:9]([Cl:12])=[C:8]([O:13][CH2:14][C:15]2[CH:20]=[CH:19][C:18]([O:21][CH:22]([CH2:35][CH3:36])[CH2:23][F:37])=[CH:17][CH:16]=2)[CH:7]=[N:6]1)([CH3:4])([CH3:3])[CH3:2]. The yield is 0.650. (2) The reactants are [CH2:1]([C@@:5]1([CH2:32][CH3:33])[NH:11][C@H:10]([C:12]2[CH:17]=[CH:16][CH:15]=[CH:14][CH:13]=2)[C:9]2[CH:18]=[C:19]([O:28][CH3:29])[C:20]([CH2:22][NH:23][C:24](=[O:27])[CH2:25]Cl)=[CH:21][C:8]=2[S:7](=[O:31])(=[O:30])[CH2:6]1)[CH2:2][CH2:3][CH3:4].C(=O)([O-])[O-].[K+].[K+].Cl.[CH3:41][O:42][C:43](=[O:46])[CH2:44][NH2:45].[I-].[K+]. The catalyst is CN(C=O)C. The product is [CH2:1]([C@@:5]1([CH2:32][CH3:33])[NH:11][C@H:10]([C:12]2[CH:17]=[CH:16][CH:15]=[CH:14][CH:13]=2)[C:9]2[CH:18]=[C:19]([O:28][CH3:29])[C:20]([CH2:22][NH:23][C:24](=[O:27])[CH2:25][NH:45][CH2:44][C:43]([O:42][CH3:41])=[O:46])=[CH:21][C:8]=2[S:7](=[O:31])(=[O:30])[CH2:6]1)[CH2:2][CH2:3][CH3:4]. The yield is 0.900. (3) The reactants are [CH3:1][C:2]1[N:3]([C:8]2[C:17]3[C:12](=[CH:13][CH:14]=[CH:15][CH:16]=3)[C:11]([CH2:18][CH3:19])=[CH:10][CH:9]=2)[C:4]([SH:7])=[N:5][N:6]=1.[Cl:20][C:21]1[C:26]([NH:27][C:28](=[O:31])[CH2:29]Cl)=[CH:25][CH:24]=[CH:23][N:22]=1.C(=O)([O-])[O-].[K+].[K+].O. The catalyst is C(N)=O. The product is [Cl:20][C:21]1[C:26]([NH:27][C:28](=[O:31])[CH2:29][S:7][C:4]2[N:3]([C:8]3[C:17]4[C:12](=[CH:13][CH:14]=[CH:15][CH:16]=4)[C:11]([CH2:18][CH3:19])=[CH:10][CH:9]=3)[C:2]([CH3:1])=[N:6][N:5]=2)=[CH:25][CH:24]=[CH:23][N:22]=1. The yield is 0.930. (4) The reactants are F[C:2]1[CH:10]=[CH:9][C:5]([C:6]([OH:8])=[O:7])=[CH:4][N:3]=1.[C:11]([O:15][C:16]([N:18]1[CH2:23][CH2:22][NH:21][C@H:20]([CH3:24])[CH2:19]1)=[O:17])([CH3:14])([CH3:13])[CH3:12].C([Mg]Cl)(C)C.Cl. The catalyst is O1CCCC1.O.CC(C)=O. The product is [C:11]([O:15][C:16]([N:18]1[CH2:23][CH2:22][N:21]([C:2]2[CH:10]=[CH:9][C:5]([C:6]([OH:8])=[O:7])=[CH:4][N:3]=2)[C@H:20]([CH3:24])[CH2:19]1)=[O:17])([CH3:14])([CH3:12])[CH3:13]. The yield is 0.960. (5) The reactants are Cl[C:2]1[N:3]=[C:4]([N:18]2[CH2:21][C:20]([F:23])([F:22])[CH2:19]2)[C:5]2[CH2:10][CH2:9][CH:8]([C:11]3[CH:16]=[CH:15][C:14]([F:17])=[CH:13][CH:12]=3)[C:6]=2[N:7]=1.[Cl:24][C:25]1[N:29]=[CH:28][N:27]([C:30]2[CH:36]=[CH:35][C:33]([NH2:34])=[CH:32][C:31]=2[O:37][CH3:38])[N:26]=1.C(O)(=O)C. The catalyst is C1COCC1.CO. The product is [Cl:24][C:25]1[N:29]=[CH:28][N:27]([C:30]2[CH:36]=[CH:35][C:33]([NH:34][C:2]3[N:3]=[C:4]([N:18]4[CH2:19][C:20]([F:23])([F:22])[CH2:21]4)[C:5]4[CH2:10][CH2:9][CH:8]([C:11]5[CH:16]=[CH:15][C:14]([F:17])=[CH:13][CH:12]=5)[C:6]=4[N:7]=3)=[CH:32][C:31]=2[O:37][CH3:38])[N:26]=1. The yield is 0.492. (6) The reactants are [S:1]1[C:5]2[CH2:6][CH2:7][CH2:8][C:4]=2[N:3]=[C:2]1[C:9]1[C:13]([C:14]([O:16][CH2:17][CH3:18])=[O:15])=[CH:12][NH:11][N:10]=1.[H-].[Na+].Cl[CH2:22][O:23][CH2:24][CH2:25][Si:26]([CH3:29])([CH3:28])[CH3:27]. The catalyst is C1COCC1. The product is [S:1]1[C:5]2[CH2:6][CH2:7][CH2:8][C:4]=2[N:3]=[C:2]1[C:9]1[C:13]([C:14]([O:16][CH2:17][CH3:18])=[O:15])=[CH:12][N:11]([CH2:22][O:23][CH2:24][CH2:25][Si:26]([CH3:29])([CH3:28])[CH3:27])[N:10]=1. The yield is 0.740. (7) The reactants are [C:1]1(=[CH:7][CH2:8][CH2:9][CH2:10][CH2:11][CH2:12][OH:13])[CH2:6][CH2:5][CH2:4][CH2:3][CH2:2]1. The catalyst is [Pd]. The product is [CH:1]1([CH2:7][CH2:8][CH2:9][CH2:10][CH2:11][CH2:12][OH:13])[CH2:6][CH2:5][CH2:4][CH2:3][CH2:2]1. The yield is 0.960.